From a dataset of Catalyst prediction with 721,799 reactions and 888 catalyst types from USPTO. Predict which catalyst facilitates the given reaction. (1) Product: [CH3:1][O:2][C:3](=[O:14])[CH2:4][CH2:5][C:6]1[CH:11]=[CH:10][C:9]([O:12][CH:30]([C:24]2[O:23][C:22]([C:19]3[CH:20]=[CH:21][C:16]([Br:15])=[CH:17][CH:18]=3)=[N:26][C:25]=2[CH:27]([CH3:28])[CH3:29])[CH3:31])=[CH:8][C:7]=1[CH3:13]. Reactant: [CH3:1][O:2][C:3](=[O:14])[CH2:4][CH2:5][C:6]1[CH:11]=[CH:10][C:9]([OH:12])=[CH:8][C:7]=1[CH3:13].[Br:15][C:16]1[CH:21]=[CH:20][C:19]([C:22]2[O:23][C:24]([CH:30](O)[CH3:31])=[C:25]([CH:27]([CH3:29])[CH3:28])[N:26]=2)=[CH:18][CH:17]=1.C(P(CCCC)CCCC)CCC.N(C(N1CCCCC1)=O)=NC(N1CCCCC1)=O. The catalyst class is: 11. (2) Product: [C:1]([NH:4][CH2:5][C:6]1[N:10]2[C:11]3[CH:45]=[CH:44][C:43]([Cl:46])=[CH:42][C:12]=3[C@@H:13]([C:32]3[CH:37]=[CH:36][CH:35]=[C:34]([O:38][CH3:39])[C:33]=3[O:40][CH3:41])[O:14][C@H:15]([CH2:16][CH2:17][C:18]([N:20]3[CH2:25][CH2:24][CH:23]([CH2:26][C:27]([OH:29])=[O:28])[CH2:22][CH2:21]3)=[O:19])[C:9]2=[CH:8][CH:7]=1)(=[O:3])[CH3:2]. Reactant: [C:1]([NH:4][CH2:5][C:6]1[N:10]2[C:11]3[CH:45]=[CH:44][C:43]([Cl:46])=[CH:42][C:12]=3[C@@H:13]([C:32]3[CH:37]=[CH:36][CH:35]=[C:34]([O:38][CH3:39])[C:33]=3[O:40][CH3:41])[O:14][C@H:15]([CH2:16][CH2:17][C:18]([N:20]3[CH2:25][CH2:24][CH:23]([CH2:26][C:27]([O:29]CC)=[O:28])[CH2:22][CH2:21]3)=[O:19])[C:9]2=[CH:8][CH:7]=1)(=[O:3])[CH3:2]. The catalyst class is: 5. (3) Reactant: [OH:1][C:2]1[CH:7]=[CH:6][CH:5]=[CH:4][C:3]=1[C:8](=[O:10])[CH3:9].C(Cl)(Cl)Cl.C(N(CC)CC)C.[C:22](Cl)(=[O:24])[CH3:23]. Product: [C:8]([C:3]1[CH:4]=[CH:5][CH:6]=[CH:7][C:2]=1[O:1][C:22](=[O:24])[CH3:23])(=[O:10])[CH3:9]. The catalyst class is: 6. (4) Reactant: [CH2:1]([O:5][CH2:6][CH2:7][O:8][C:9]1[CH:14]=[CH:13][C:12]([C:15]2[CH:16]=[CH:17][C:18]3[N:24]([CH2:25][CH2:26][CH3:27])[CH2:23][CH2:22][C:21]([C:28]([NH:30][C:31]4[CH:36]=[CH:35][C:34]([S:37][CH2:38][C:39]5[CH:44]=[CH:43][CH:42]=[CH:41][N:40]=5)=[CH:33][CH:32]=4)=[O:29])=[CH:20][C:19]=3[CH:45]=2)=[CH:11][CH:10]=1)[CH2:2][CH2:3][CH3:4].ClC1C=CC=C(C(OO)=[O:54])C=1.S([O-])([O-])(=O)=S.[Na+].[Na+]. Product: [CH2:1]([O:5][CH2:6][CH2:7][O:8][C:9]1[CH:10]=[CH:11][C:12]([C:15]2[CH:16]=[CH:17][C:18]3[N:24]([CH2:25][CH2:26][CH3:27])[CH2:23][CH2:22][C:21]([C:28]([NH:30][C:31]4[CH:32]=[CH:33][C:34]([S:37]([CH2:38][C:39]5[CH:44]=[CH:43][CH:42]=[CH:41][N:40]=5)=[O:54])=[CH:35][CH:36]=4)=[O:29])=[CH:20][C:19]=3[CH:45]=2)=[CH:13][CH:14]=1)[CH2:2][CH2:3][CH3:4]. The catalyst class is: 2. (5) Reactant: [S:1]1[CH2:6][CH2:5][C:4](=[O:7])[CH2:3][CH2:2]1.[C:8]1(C)C=CC(S(O)(=O)=O)=C[CH:9]=1. Product: [CH:6]12[S:1][CH:2]([CH2:8][CH2:9]1)[CH2:3][C:4](=[O:7])[CH2:5]2. The catalyst class is: 11. (6) Product: [Br:1][C:2]1[N:10]([CH2:11][C:12]2[CH:17]=[CH:16][CH:15]=[CH:14][C:13]=2[Br:18])[C:9]2[C:8](=[O:19])[N:7]([CH2:28][CH2:29][C:30]3[CH:35]=[CH:34][CH:33]=[CH:32][CH:31]=3)[C:6](=[O:20])[N:5]([CH3:21])[C:4]=2[N:3]=1. Reactant: [Br:1][C:2]1[N:10]([CH2:11][C:12]2[CH:17]=[CH:16][CH:15]=[CH:14][C:13]=2[Br:18])[C:9]2[C:8](=[O:19])[NH:7][C:6](=[O:20])[N:5]([CH3:21])[C:4]=2[N:3]=1.CN(C)C=O.Br[CH2:28][CH2:29][C:30]1[CH:35]=[CH:34][CH:33]=[CH:32][CH:31]=1.C(=O)([O-])[O-].[K+].[K+]. The catalyst class is: 84.